This data is from Forward reaction prediction with 1.9M reactions from USPTO patents (1976-2016). The task is: Predict the product of the given reaction. Given the reactants [O:1]=[C:2]1[CH:6]([NH:7][C:8](=[O:17])[O:9][CH2:10][C:11]2[CH:16]=[CH:15][CH:14]=[CH:13][CH:12]=2)[CH2:5][CH2:4][NH:3]1.[H-].[Na+].Cl[CH2:21][O:22][CH2:23][CH2:24][Si:25]([CH3:28])([CH3:27])[CH3:26], predict the reaction product. The product is: [O:1]=[C:2]1[CH:6]([NH:7][C:8](=[O:17])[O:9][CH2:10][C:11]2[CH:12]=[CH:13][CH:14]=[CH:15][CH:16]=2)[CH2:5][CH2:4][N:3]1[CH2:21][O:22][CH2:23][CH2:24][Si:25]([CH3:28])([CH3:27])[CH3:26].